From a dataset of Forward reaction prediction with 1.9M reactions from USPTO patents (1976-2016). Predict the product of the given reaction. (1) Given the reactants F[C:2]1[CH:3]=[C:4]2[C:9](=[CH:10][N:11]=1)[N:8]=[CH:7][C:6]([C:12]#[N:13])=[C:5]2[NH:14][C:15]1[CH:20]=[CH:19][C:18]([C:21]([F:24])([F:23])[F:22])=[CH:17][CH:16]=1.[N:25]1([CH2:31][CH2:32][NH2:33])[CH2:30][CH2:29][O:28][CH2:27][CH2:26]1, predict the reaction product. The product is: [N:25]1([CH2:31][CH2:32][NH:33][C:2]2[CH:3]=[C:4]3[C:9](=[CH:10][N:11]=2)[N:8]=[CH:7][C:6]([C:12]#[N:13])=[C:5]3[NH:14][C:15]2[CH:20]=[CH:19][C:18]([C:21]([F:24])([F:22])[F:23])=[CH:17][CH:16]=2)[CH2:30][CH2:29][O:28][CH2:27][CH2:26]1. (2) Given the reactants I[C:2]1[CH:26]=[CH:25][CH:24]=[CH:23][C:3]=1[CH2:4][O:5][NH:6][C:7](=[O:22])[C:8]1[CH:13]=[CH:12][CH:11]=[CH:10][C:9]=1[NH:14][CH2:15][C:16]1[CH:21]=[CH:20][N:19]=[CH:18][CH:17]=1.[C:27]([C:29]1[N:33]([CH3:34])[CH:32]=[N:31][CH:30]=1)#[CH:28], predict the reaction product. The product is: [CH3:34][N:33]1[C:29]([C:27]#[C:28][C:2]2[CH:26]=[CH:25][CH:24]=[CH:23][C:3]=2[CH2:4][O:5][NH:6][C:7](=[O:22])[C:8]2[CH:13]=[CH:12][CH:11]=[CH:10][C:9]=2[NH:14][CH2:15][C:16]2[CH:21]=[CH:20][N:19]=[CH:18][CH:17]=2)=[CH:30][N:31]=[CH:32]1. (3) Given the reactants [C:1]([O:5]C(=O)NC1(CCC2C=CC(O)=C(C(F)(F)F)C=2)CO[C:1]([CH3:3])([CH3:2])[O:5]C1)(C)([CH3:3])[CH3:2].C(N(CC)CC)C.[F:37][C:38]([F:44])([F:43])[S:39]([OH:42])(=[O:41])=[O:40].O, predict the reaction product. The product is: [CH2-:2][C:1]([CH3:3])=[O:5].[O-:42][S:39]([C:38]([F:44])([F:43])[F:37])(=[O:41])=[O:40]. (4) Given the reactants [NH2:1][C:2]1[C:3]([NH:20][CH2:21][C:22]([F:26])([F:25])[CH2:23][OH:24])=[C:4]([NH:8][C:9]([NH:11][C:12]2[CH:17]=[CH:16][C:15]([Cl:18])=[CH:14][C:13]=2[Cl:19])=S)[CH:5]=[CH:6][CH:7]=1.C(N(CC)CC)C.Cl.C(N=C=NCCCN(C)C)C, predict the reaction product. The product is: [NH2:1][C:2]1[C:3]2[N:20]([CH2:21][C:22]([F:26])([F:25])[CH2:23][OH:24])[C:9]([NH:11][C:12]3[CH:17]=[CH:16][C:15]([Cl:18])=[CH:14][C:13]=3[Cl:19])=[N:8][C:4]=2[CH:5]=[CH:6][CH:7]=1.